Dataset: Full USPTO retrosynthesis dataset with 1.9M reactions from patents (1976-2016). Task: Predict the reactants needed to synthesize the given product. (1) Given the product [Cl:26][C:19]1[CH:18]=[CH:17][C:16]([C:14](=[O:15])[C:13]2[CH:12]=[CH:11][C:10]([O:9][CH2:8][CH2:7][OH:6])=[CH:28][CH:27]=2)=[CH:21][C:20]=1[S:22]([NH2:25])(=[O:24])=[O:23], predict the reactants needed to synthesize it. The reactants are: C([Si](C)(C)[O:6][CH2:7][CH2:8][O:9][C:10]1[CH:28]=[CH:27][C:13]([C:14]([C:16]2[CH:17]=[CH:18][C:19]([Cl:26])=[C:20]([S:22]([NH2:25])(=[O:24])=[O:23])[CH:21]=2)=[O:15])=[CH:12][CH:11]=1)(C)(C)C.[F-].C([N+](CCCC)(CCCC)CCCC)CCC. (2) Given the product [CH3:1][C:2]1[CH:15]=[C:14]([C:16]2([C:26]([F:28])([F:27])[F:29])[O:20][N:19]=[C:18]([N:21]3[CH:25]=[N:24][CH:23]=[N:22]3)[CH2:17]2)[CH:13]=[CH:12][C:3]=1[NH2:4], predict the reactants needed to synthesize it. The reactants are: [CH3:1][C:2]1[CH:15]=[C:14]([C:16]2([C:26]([F:29])([F:28])[F:27])[O:20][N:19]=[C:18]([N:21]3[CH:25]=[N:24][CH:23]=[N:22]3)[CH2:17]2)[CH:13]=[CH:12][C:3]=1[NH:4]C(=O)OC(C)(C)C.FC(F)(F)C(O)=O.